Dataset: Full USPTO retrosynthesis dataset with 1.9M reactions from patents (1976-2016). Task: Predict the reactants needed to synthesize the given product. (1) Given the product [Br:3][C:4]1[C:13]2[C:26](=[CH:9][CH:10]=[CH:11][CH:12]=2)[CH:27]=[CH:28][C:29]=1[O:25][CH2:17][CH2:18][N:19]1[CH2:24][CH2:23][CH2:22][CH2:21][CH2:20]1, predict the reactants needed to synthesize it. The reactants are: [OH-].[Na+].[Br:3][C:4]1C=C2[C:11](=[CH:12][CH:13]=1)[CH:10]=[C:9](O)C=C2.Cl.Cl[CH2:17][CH2:18][N:19]1[CH2:24][CH2:23][CH2:22][CH2:21][CH2:20]1.[O:25]1[CH2:29][CH2:28][CH2:27][CH2:26]1. (2) The reactants are: [Cl:1][C:2]1[CH:15]=[CH:14][C:5]([CH2:6][C:7]2[C:8]([CH3:13])=[N:9][NH:10][C:11]=2[NH2:12])=[CH:4][CH:3]=1.C[O:17][C:18](=O)[CH2:19][C:20]([C:22]1[CH:31]=[CH:30][C:25]([C:26]([O:28][CH3:29])=[O:27])=[CH:24][CH:23]=1)=O. Given the product [Cl:1][C:2]1[CH:15]=[CH:14][C:5]([CH2:6][C:7]2[C:8]([CH3:13])=[N:9][N:10]3[C:18](=[O:17])[CH:19]=[C:20]([C:22]4[CH:31]=[CH:30][C:25]([C:26]([O:28][CH3:29])=[O:27])=[CH:24][CH:23]=4)[NH:12][C:11]=23)=[CH:4][CH:3]=1, predict the reactants needed to synthesize it. (3) Given the product [C:27]([O:26][C:24]([N:20]1[CH2:21][CH2:22][CH2:23][C@@H:18]([N:17]([C:31]2[C:36]([CH3:37])=[CH:35][CH:34]=[CH:33][N:32]=2)[C:15]([C:14]2[CH:38]=[CH:39][C:11]([C:6]3[CH:7]=[N:8][N:9]([CH3:10])[C:5]=3[C:3]([OH:4])=[O:2])=[CH:12][CH:13]=2)=[O:16])[CH2:19]1)=[O:25])([CH3:30])([CH3:29])[CH3:28], predict the reactants needed to synthesize it. The reactants are: C[O:2][C:3]([C:5]1[N:9]([CH3:10])[N:8]=[CH:7][C:6]=1[C:11]1[CH:39]=[CH:38][C:14]([C:15]([N:17]([C:31]2[C:36]([CH3:37])=[CH:35][CH:34]=[CH:33][N:32]=2)[C@@H:18]2[CH2:23][CH2:22][CH2:21][N:20]([C:24]([O:26][C:27]([CH3:30])([CH3:29])[CH3:28])=[O:25])[CH2:19]2)=[O:16])=[CH:13][CH:12]=1)=[O:4]. (4) The reactants are: [C:1]([O:5][C:6]([N:8]1[CH2:13][CH2:12][C:11](=O)[C:10]([F:16])([F:15])[CH2:9]1)=[O:7])([CH3:4])([CH3:3])[CH3:2].[CH2:17]([NH2:24])[C:18]1[CH:23]=[CH:22][CH:21]=[CH:20][CH:19]=1.C(O[BH-](OC(=O)C)OC(=O)C)(=O)C.[Na+].[C@H](O)(C([O-])=O)[C@@H](O)C([O-])=O.[Na+].[K+]. Given the product [C:1]([O:5][C:6]([N:8]1[CH2:13][CH2:12][CH:11]([NH:24][CH2:17][C:18]2[CH:23]=[CH:22][CH:21]=[CH:20][CH:19]=2)[C:10]([F:16])([F:15])[CH2:9]1)=[O:7])([CH3:4])([CH3:3])[CH3:2], predict the reactants needed to synthesize it. (5) Given the product [NH2:11][S:8]([C:4]1[CH:3]=[C:2]([NH:1][C:19](=[O:20])[C:18]2[CH:22]=[CH:23][C:15]([O:14][C:13]([F:12])([F:24])[F:25])=[CH:16][CH:17]=2)[CH:7]=[CH:6][CH:5]=1)(=[O:9])=[O:10], predict the reactants needed to synthesize it. The reactants are: [NH2:1][C:2]1[CH:3]=[C:4]([S:8]([NH2:11])(=[O:10])=[O:9])[CH:5]=[CH:6][CH:7]=1.[F:12][C:13]([F:25])([F:24])[O:14][C:15]1[CH:23]=[CH:22][C:18]([C:19](Cl)=[O:20])=[CH:17][CH:16]=1. (6) Given the product [Cl:18][C:11]1[CH:12]=[C:13]([CH:14]([C:5]2[CH:6]=[CH:7][C:2]([Cl:1])=[CH:3][CH:4]=2)[OH:15])[CH:16]=[CH:17][C:10]=1[F:9], predict the reactants needed to synthesize it. The reactants are: [Cl:1][C:2]1[CH:7]=[CH:6][C:5](Br)=[CH:4][CH:3]=1.[F:9][C:10]1[CH:17]=[CH:16][C:13]([CH:14]=[O:15])=[CH:12][C:11]=1[Cl:18].ClC1C=CC(C(C2C=CC(OC)=CC=2)O)=CC=1. (7) Given the product [Cl:1][C:2]1[C:3]([C:15]2[CH:20]=[CH:19][CH:18]=[C:17]([NH:21][CH2:22][C:23]3[CH:28]=[CH:27][CH:26]=[C:25]([F:29])[CH:24]=3)[N:16]=2)=[CH:4][C:5]([NH:8][CH:9]2[CH2:10][CH2:11][N:12]([S:32]([CH2:30][CH3:31])(=[O:34])=[O:33])[CH2:13][CH2:14]2)=[N:6][CH:7]=1, predict the reactants needed to synthesize it. The reactants are: [Cl:1][C:2]1[C:3]([C:15]2[CH:20]=[CH:19][CH:18]=[C:17]([NH:21][CH2:22][C:23]3[CH:28]=[CH:27][CH:26]=[C:25]([F:29])[CH:24]=3)[N:16]=2)=[CH:4][C:5]([NH:8][CH:9]2[CH2:14][CH2:13][NH:12][CH2:11][CH2:10]2)=[N:6][CH:7]=1.[CH2:30]([S:32](Cl)(=[O:34])=[O:33])[CH3:31]. (8) Given the product [CH3:11][N:12]([C:16]1[CH:21]=[CH:20][CH:19]=[CH:18][CH:17]=1)[C:13]([N:3]1[C:4]2[CH:10]=[CH:9][CH:8]=[CH:7][C:5]=2[N:6]=[C:2]1[O:1][C:13](=[O:14])[N:12]([CH3:11])[C:16]1[CH:21]=[CH:20][CH:19]=[CH:18][CH:17]=1)=[O:14], predict the reactants needed to synthesize it. The reactants are: [OH:1][C:2]1[NH:3][C:4]2[CH:10]=[CH:9][CH:8]=[CH:7][C:5]=2[N:6]=1.[CH3:11][N:12]([C:16]1[CH:21]=[CH:20][CH:19]=[CH:18][CH:17]=1)[C:13](Cl)=[O:14].